From a dataset of Catalyst prediction with 721,799 reactions and 888 catalyst types from USPTO. Predict which catalyst facilitates the given reaction. (1) Reactant: Br[C:2]1[N:6]2[N:7]=[C:8]([C:11]3[CH:12]=[C:13]([C:18]([F:21])([F:20])[F:19])[C:14]([NH2:17])=[N:15][CH:16]=3)[CH:9]=[CH:10][C:5]2=[N:4][CH:3]=1.[OH:22][CH2:23][C:24]1[CH:29]=[CH:28][C:27](B(O)O)=[CH:26][CH:25]=1.C([O-])([O-])=O.[K+].[K+].[O-]S([O-])(=O)=O.[Na+].[Na+]. Product: [NH2:17][C:14]1[N:15]=[CH:16][C:11]([C:8]2[CH:9]=[CH:10][C:5]3[N:6]([C:2]([C:27]4[CH:28]=[CH:29][C:24]([CH2:23][OH:22])=[CH:25][CH:26]=4)=[CH:3][N:4]=3)[N:7]=2)=[CH:12][C:13]=1[C:18]([F:21])([F:20])[F:19]. The catalyst class is: 57. (2) Reactant: [NH2:1][C:2]1[N:7]=[N:6][C:5]([CH2:8][CH2:9][CH2:10][CH2:11][N:12]2[CH:16]=[C:15]([C:17]([NH:19][CH3:20])=[O:18])[N:14]=[N:13]2)=[CH:4][CH:3]=1.[F:21][C:22]([F:36])([F:35])[CH:23]([C:25]1[CH:30]=[CH:29][N:28]=[C:27]([CH2:31][C:32]([O-])=[O:33])[CH:26]=1)[CH3:24].[Li+].C(P1(=O)OP(CCC)(=O)OP(CCC)(=O)O1)CC. Product: [CH3:20][NH:19][C:17]([C:15]1[N:14]=[N:13][N:12]([CH2:11][CH2:10][CH2:9][CH2:8][C:5]2[N:6]=[N:7][C:2]([NH:1][C:32](=[O:33])[CH2:31][C:27]3[CH:26]=[C:25]([CH:23]([CH3:24])[C:22]([F:21])([F:35])[F:36])[CH:30]=[CH:29][N:28]=3)=[CH:3][CH:4]=2)[CH:16]=1)=[O:18]. The catalyst class is: 31.